Dataset: Catalyst prediction with 721,799 reactions and 888 catalyst types from USPTO. Task: Predict which catalyst facilitates the given reaction. (1) Reactant: OCCCC1CC=1.C[N:9]1[CH:13]=[CH:12][CH:11]=[C:10]1[C:14]([OH:16])=[O:15].O.[C:18]1([CH3:28])[CH:23]=[CH:22][C:21](S(O)(=O)=O)=[CH:20][CH:19]=1.C1(N=C=NC2CCCCC2)CCCCC1. Product: [CH3:28][CH:18]([C:19]1[CH2:20][CH:21]=1)[CH:23]([O:16][C:14]([C:10]1[NH:9][CH:13]=[CH:12][CH:11]=1)=[O:15])[CH3:22]. The catalyst class is: 172. (2) Reactant: [H-].[Na+].[Cl:3][C:4]1[NH:5][C:6]2[CH:12]=[CH:11][CH:10]=[CH:9][C:7]=2[N:8]=1.[CH3:13]I.O. Product: [Cl:3][C:4]1[N:8]([CH3:13])[C:7]2[CH:9]=[CH:10][CH:11]=[CH:12][C:6]=2[N:5]=1. The catalyst class is: 3. (3) Reactant: C(N(CC)CC)C.[C:8](Cl)(=[O:10])[CH3:9].Cl.Cl.[Cl:14][C:15]1[CH:20]=[CH:19][C:18]([NH:21][C:22]2[C:31]3[C:26](=[CH:27][C:28]([O:34][CH3:35])=[C:29]([O:32][CH3:33])[CH:30]=3)[N:25]=[C:24]([N:36]3[CH2:41][CH2:40][CH:39]([N:42]([CH3:50])[C:43](=[O:49])[C@@H:44]4[CH2:48][CH2:47][CH2:46][NH:45]4)[CH2:38][CH2:37]3)[N:23]=2)=[C:17]([F:51])[CH:16]=1.C(=O)(O)[O-].[Na+]. Product: [C:8]([N:45]1[CH2:46][CH2:47][CH2:48][C@H:44]1[C:43]([N:42]([CH:39]1[CH2:38][CH2:37][N:36]([C:24]2[N:23]=[C:22]([NH:21][C:18]3[CH:19]=[CH:20][C:15]([Cl:14])=[CH:16][C:17]=3[F:51])[C:31]3[C:26](=[CH:27][C:28]([O:34][CH3:35])=[C:29]([O:32][CH3:33])[CH:30]=3)[N:25]=2)[CH2:41][CH2:40]1)[CH3:50])=[O:49])(=[O:10])[CH3:9]. The catalyst class is: 4. (4) Reactant: [H-].[Na+].[C:3]([C:7]1[CH:8]=[C:9]([N:17]2[C:21]([CH2:22]P(OC)(OC)=O)=[C:20]([CH3:29])[C:19]([C:30]([O:32][CH3:33])=[O:31])=[N:18]2)[CH:10]=[C:11]([C:13]([CH3:16])([CH3:15])[CH3:14])[CH:12]=1)([CH3:6])([CH3:5])[CH3:4].[C:34]1(=O)[CH2:39][CH2:38][CH2:37][CH2:36][CH2:35]1. Product: [CH:34]1([CH2:22][C:21]2[N:17]([C:9]3[CH:10]=[C:11]([C:13]([CH3:14])([CH3:16])[CH3:15])[CH:12]=[C:7]([C:3]([CH3:6])([CH3:5])[CH3:4])[CH:8]=3)[N:18]=[C:19]([C:30]([O:32][CH3:33])=[O:31])[C:20]=2[CH3:29])[CH2:39][CH2:38][CH2:37][CH2:36][CH2:35]1. The catalyst class is: 1.